From a dataset of Reaction yield outcomes from USPTO patents with 853,638 reactions. Predict the reaction yield, written as a fraction of the theoretical maximum amount of product (1.0 means a 100% yield; for example, 0.34 means a 34% yield). The reactants are [CH2:1]([N:8]([CH2:14]OC)[CH2:9][Si](C)(C)C)[C:2]1[CH:7]=[CH:6][CH:5]=[CH:4][CH:3]=1.[CH3:17][O:18][C:19](=[O:29])/[CH:20]=[CH:21]/[C:22]1[CH:27]=[CH:26][C:25]([Cl:28])=[CH:24][CH:23]=1.[C:30](O)(C(F)(F)F)=O.C([O-])(O)=O.[Na+]. The catalyst is ClCCl. The product is [CH2:17]([O:18][C:19]([C@H:20]1[C@H:21]([C:22]2[CH:27]=[CH:26][C:25]([Cl:28])=[CH:24][CH:23]=2)[CH2:9][N:8]([CH2:1][C:2]2[CH:3]=[CH:4][CH:5]=[CH:6][CH:7]=2)[CH2:14]1)=[O:29])[CH3:30]. The yield is 0.800.